Dataset: Full USPTO retrosynthesis dataset with 1.9M reactions from patents (1976-2016). Task: Predict the reactants needed to synthesize the given product. (1) Given the product [F:1][C:2]1[CH:3]=[CH:4][C:5]([CH:8]2[CH:13]([CH2:14][OH:16])[CH:12]([CH2:18][OH:20])[CH2:11][CH2:10][N:9]2[C:37]([O:36][CH2:33][CH2:32][CH2:30][CH3:31])=[O:38])=[CH:6][CH:7]=1, predict the reactants needed to synthesize it. The reactants are: [F:1][C:2]1[CH:7]=[CH:6][C:5]([CH:8]2[CH:13]([C:14]([O:16]C)=O)[CH:12]([C:18]([O:20]C)=O)[CH2:11][C:10](=O)[NH:9]2)=[CH:4][CH:3]=1.[Li+].[BH4-].C(N([CH2:30][CH3:31])CC)C.[CH3:32][C:33]([O:36][C:37](O[C:37]([O:36][C:33](C)(C)[CH3:32])=[O:38])=[O:38])(C)C. (2) The reactants are: [CH2:1]([C:5]([CH3:22])([CH2:11][C:12]1[CH:17]=[CH:16][C:15]([O:18][CH2:19][CH2:20][OH:21])=[CH:14][CH:13]=1)[C:6]([O:8][CH2:9][CH3:10])=[O:7])[CH2:2][CH2:3][CH3:4].[CH3:23][S:24](Cl)(=[O:26])=[O:25]. Given the product [CH2:1]([C:5]([CH3:22])([CH2:11][C:12]1[CH:17]=[CH:16][C:15]([O:18][CH2:19][CH2:20][O:21][S:24]([CH3:23])(=[O:26])=[O:25])=[CH:14][CH:13]=1)[C:6]([O:8][CH2:9][CH3:10])=[O:7])[CH2:2][CH2:3][CH3:4], predict the reactants needed to synthesize it. (3) The reactants are: [H-].[H-].[H-].[H-].[Li+].[Al+3].[OH:7][C:8]([C:11]1[CH:16]=[CH:15][C:14]([CH2:17][CH2:18][C:19]#[N:20])=[CH:13][CH:12]=1)([CH3:10])[CH3:9]. Given the product [NH2:20][CH2:19][CH2:18][CH2:17][C:14]1[CH:15]=[CH:16][C:11]([C:8]([OH:7])([CH3:9])[CH3:10])=[CH:12][CH:13]=1, predict the reactants needed to synthesize it. (4) The reactants are: [NH2:1][C:2]1[CH:3]=[C:4]([C:12]2[S:13][C:14]([C:18]([O:20][CH2:21][CH3:22])=[O:19])=[C:15]([CH3:17])[N:16]=2)[CH:5]=[CH:6][C:7]=1[O:8][CH:9]([CH3:11])[CH3:10].[N-:23]=[N+:24]=[N-:25].[Na+].[CH:27](OCC)(OCC)OCC.O. Given the product [CH3:17][C:15]1[N:16]=[C:12]([C:4]2[CH:5]=[CH:6][C:7]([O:8][CH:9]([CH3:11])[CH3:10])=[C:2]([N:1]3[CH:27]=[N:25][N:24]=[N:23]3)[CH:3]=2)[S:13][C:14]=1[C:18]([O:20][CH2:21][CH3:22])=[O:19], predict the reactants needed to synthesize it. (5) Given the product [OH:1][C@H:2]1[CH2:19][CH2:18][C@@:17]2([CH3:20])[C@:4]3([O:30][C@H:5]3[CH2:6][C@@H:7]3[C@@H:16]2[CH2:15][CH2:14][C@@:12]2([CH3:13])[C@H:8]3[CH2:9][CH2:10][C:11]2=[O:21])[CH2:3]1, predict the reactants needed to synthesize it. The reactants are: [OH:1][C@H:2]1[CH2:19][CH2:18][C@@:17]2([CH3:20])[C:4](=[CH:5][CH2:6][C@@H:7]3[C@@H:16]2[CH2:15][CH2:14][C@@:12]2([CH3:13])[C@H:8]3[CH2:9][CH2:10][C:11]2=[O:21])[CH2:3]1.C1C=C(Cl)C=C(C(OO)=[O:30])C=1.[O-]S([O-])=O.[Na+].[Na+].C([O-])(O)=O.[Na+].